This data is from Forward reaction prediction with 1.9M reactions from USPTO patents (1976-2016). The task is: Predict the product of the given reaction. (1) Given the reactants [CH2:1]([N:8]([CH2:19][C:20]1[CH:25]=[CH:24][CH:23]=[CH:22][CH:21]=1)[C:9]1[CH:14]=[CH:13][CH:12]=[C:11]([N+:15]([O-])=O)[C:10]=1[CH3:18])[C:2]1[CH:7]=[CH:6][CH:5]=[CH:4][CH:3]=1, predict the reaction product. The product is: [CH2:19]([N:8]([CH2:1][C:2]1[CH:7]=[CH:6][CH:5]=[CH:4][CH:3]=1)[C:9]1[CH:14]=[CH:13][CH:12]=[C:11]([NH2:15])[C:10]=1[CH3:18])[C:20]1[CH:21]=[CH:22][CH:23]=[CH:24][CH:25]=1. (2) Given the reactants [C:1]1([CH3:16])[CH:6]=[CH:5][C:4]([S:7]([C:10]2[CH2:15]C[CH:13]=[CH:12][CH:11]=2)(=[O:9])=[O:8])=[CH:3][CH:2]=1.[C:17]([O-:20])([O-])=O.[K+].[K+].CS(N)(=O)=[O:25], predict the reaction product. The product is: [S:7]([C:10]1[CH2:15][CH:17]([OH:20])[CH:13]([OH:25])[CH2:12][CH:11]=1)([C:4]1[CH:5]=[CH:6][C:1]([CH3:16])=[CH:2][CH:3]=1)(=[O:9])=[O:8]. (3) The product is: [CH3:29][O:30][C:31]1[CH:32]=[C:33]([CH:57]=[CH:58][CH:59]=1)[CH2:34][CH2:35][N:36]1[CH2:44][C:43]2[C:38](=[CH:39][CH:40]=[CH:41][C:42]=2[CH2:45][CH2:46][C:47]2[CH:48]=[CH:49][C:50]([C:51]([OH:53])=[O:52])=[CH:55][CH:56]=2)[CH2:37]1. Given the reactants FC1C=C(C=CC=1)CN1C2C(=CC=CC=2CCC2C=CC(C(O)=O)=CC=2)CC1.[CH3:29][O:30][C:31]1[CH:32]=[C:33]([CH:57]=[CH:58][CH:59]=1)[CH2:34][CH2:35][N:36]1[CH2:44][C:43]2[C:38](=[CH:39][CH:40]=[CH:41][C:42]=2[CH2:45][CH2:46][C:47]2[CH:56]=[CH:55][C:50]([C:51]([O:53]C)=[O:52])=[CH:49][CH:48]=2)[CH2:37]1.[Li+].[OH-], predict the reaction product. (4) Given the reactants CC(OI1(OC(C)=O)(OC(C)=O)OC(=O)C2C1=CC=CC=2)=O.[OH:23][CH:24]([C:26]1[N:27]=[C:28]([CH:31]2[CH2:36][CH2:35][N:34]([C:37]([O:39][C:40]([CH3:43])([CH3:42])[CH3:41])=[O:38])[CH2:33][CH2:32]2)[S:29][CH:30]=1)[CH3:25], predict the reaction product. The product is: [C:24]([C:26]1[N:27]=[C:28]([CH:31]2[CH2:36][CH2:35][N:34]([C:37]([O:39][C:40]([CH3:43])([CH3:42])[CH3:41])=[O:38])[CH2:33][CH2:32]2)[S:29][CH:30]=1)(=[O:23])[CH3:25]. (5) Given the reactants [N+:1]([C:4]1[CH:13]=[CH:12][C:7]([CH2:8][NH:9][CH2:10][CH3:11])=[CH:6][CH:5]=1)([O-:3])=[O:2].C(N(CC)CC)C.[C:21](O[C:21]([O:23][C:24]([CH3:27])([CH3:26])[CH3:25])=[O:22])([O:23][C:24]([CH3:27])([CH3:26])[CH3:25])=[O:22], predict the reaction product. The product is: [N+:1]([C:4]1[CH:5]=[CH:6][C:7]([CH2:8][N:9]([CH2:10][CH3:11])[C:21](=[O:22])[O:23][C:24]([CH3:27])([CH3:26])[CH3:25])=[CH:12][CH:13]=1)([O-:3])=[O:2]. (6) Given the reactants [NH2:1][C:2]1[C:3]([C:19]([NH:21][C:22]2[CH:23]=[N:24][CH:25]=[CH:26][C:27]=2[N:28]2[CH2:33][C@H:32]([C:34]([F:37])([F:36])[F:35])[CH2:31][C@H:30]([NH:38]C(=O)OC(C)(C)C)[CH2:29]2)=[O:20])=[N:4][C:5]2[C:10]([CH:11]=1)=[CH:9][CH:8]=[C:7]([CH:12]1[CH2:17][CH2:16][N:15]([CH3:18])[CH2:14][CH2:13]1)[CH:6]=2.Cl, predict the reaction product. The product is: [NH2:1][C:2]1[C:3]([C:19]([NH:21][C:22]2[CH:23]=[N:24][CH:25]=[CH:26][C:27]=2[N:28]2[CH2:33][C@H:32]([C:34]([F:37])([F:36])[F:35])[CH2:31][C@H:30]([NH2:38])[CH2:29]2)=[O:20])=[N:4][C:5]2[C:10]([CH:11]=1)=[CH:9][CH:8]=[C:7]([CH:12]1[CH2:17][CH2:16][N:15]([CH3:18])[CH2:14][CH2:13]1)[CH:6]=2. (7) Given the reactants [C:9](O[C:9]([O:11][C:12]([CH3:15])([CH3:14])[CH3:13])=[O:10])([O:11][C:12]([CH3:15])([CH3:14])[CH3:13])=[O:10].[N:16]1([C:25]([C:30]2[CH:31]=[C:32]([CH3:37])[C:33]([NH2:36])=[N:34][CH:35]=2)([CH2:28][CH3:29])[CH2:26][CH3:27])[C:20]2[CH:21]=[CH:22][CH:23]=[CH:24][C:19]=2[N:18]=[N:17]1, predict the reaction product. The product is: [C:12]([O:11][C:9](=[O:10])[NH:36][C:33]1[C:32]([CH3:37])=[CH:31][C:30]([C:25]([N:16]2[C:20]3[CH:21]=[CH:22][CH:23]=[CH:24][C:19]=3[N:18]=[N:17]2)([CH2:28][CH3:29])[CH2:26][CH3:27])=[CH:35][N:34]=1)([CH3:13])([CH3:14])[CH3:15]. (8) Given the reactants Br[C:2]1[CH:28]=[CH:27][C:5]([C:6]([N:8]2[C:14]3[CH:15]=[CH:16][CH:17]=[CH:18][C:13]=3[CH2:12][N:11]([C:19]([O:21][C:22]([CH3:25])([CH3:24])[CH3:23])=[O:20])[C@H:10]([CH3:26])[CH2:9]2)=[O:7])=[C:4]([Cl:29])[CH:3]=1.C1(P(C2C=CC=CC=2)C2C=CC3C(=CC=CC=3)C=2C2C3C(=CC=CC=3)C=CC=2P(C2C=CC=CC=2)C2C=CC=CC=2)C=CC=CC=1.C(=O)([O-])[O-].[Cs+].[Cs+].[CH2:82]1[CH:86]([OH:87])[CH2:85][NH:84][CH2:83]1, predict the reaction product. The product is: [Cl:29][C:4]1[CH:3]=[C:2]([N:84]2[CH2:83][CH2:82][CH:86]([OH:87])[CH2:85]2)[CH:28]=[CH:27][C:5]=1[C:6]([N:8]1[C:14]2[CH:15]=[CH:16][CH:17]=[CH:18][C:13]=2[CH2:12][N:11]([C:19]([O:21][C:22]([CH3:25])([CH3:24])[CH3:23])=[O:20])[C@H:10]([CH3:26])[CH2:9]1)=[O:7]. (9) Given the reactants [C:1]([C:5]1[CH:6]=[C:7]2[C:12](=[CH:13][CH:14]=1)[N:11]=[C:10]1[S:15][C:16]([C:18]([OH:20])=O)=[CH:17][C:9]1=[CH:8]2)([CH3:4])([CH3:3])[CH3:2].CN(C=O)C.[C:26]([O:30][C:31](=[O:37])[N:32]([CH2:34][CH2:35][NH2:36])[CH3:33])([CH3:29])([CH3:28])[CH3:27].C(N(C(C)C)CC)(C)C, predict the reaction product. The product is: [C:26]([O:30][C:31](=[O:37])[N:32]([CH2:34][CH2:35][NH:36][C:18]([C:16]1[S:15][C:10]2=[N:11][C:12]3[C:7]([CH:8]=[C:9]2[CH:17]=1)=[CH:6][C:5]([C:1]([CH3:2])([CH3:4])[CH3:3])=[CH:14][CH:13]=3)=[O:20])[CH3:33])([CH3:29])([CH3:27])[CH3:28].